Dataset: Forward reaction prediction with 1.9M reactions from USPTO patents (1976-2016). Task: Predict the product of the given reaction. (1) Given the reactants [CH2:1]([O:3][C:4](=[O:14])[C:5]1[CH:10]=[CH:9][C:8]([NH2:11])=[CH:7][C:6]=1[O:12][CH3:13])[CH3:2].[CH3:15][C:16]1([CH3:24])[O:23][C:21](=[O:22])[CH2:20][C:18](=[O:19])[O:17]1.[CH:25]([O-])([O-])OCC, predict the reaction product. The product is: [CH2:1]([O:3][C:4](=[O:14])[C:5]1[CH:10]=[CH:9][C:8]([NH:11][CH:25]=[C:20]2[C:21](=[O:22])[O:23][C:16]([CH3:24])([CH3:15])[O:17][C:18]2=[O:19])=[CH:7][C:6]=1[O:12][CH3:13])[CH3:2]. (2) Given the reactants [OH:1][C:2]1[C:3](=[O:16])[CH:4]=[C:5]([CH2:8][O:9][CH:10]2[CH2:15][CH2:14][CH2:13][CH2:12][O:11]2)[O:6][CH:7]=1.C([O-])([O-])=O.[Cs+].[Cs+].[Br:23][CH2:24][CH2:25][CH2:26][CH2:27][CH2:28]Br, predict the reaction product. The product is: [Br:23][CH2:24][CH2:25][CH2:26][CH2:27][CH2:28][O:1][C:2]1[C:3](=[O:16])[CH:4]=[C:5]([CH2:8][O:9][CH:10]2[CH2:15][CH2:14][CH2:13][CH2:12][O:11]2)[O:6][CH:7]=1.